Task: Predict the reactants needed to synthesize the given product.. Dataset: Full USPTO retrosynthesis dataset with 1.9M reactions from patents (1976-2016) (1) Given the product [OH:6][C:7]1[CH:31]=[CH:30][C:29]([O:32][CH:33]([CH3:35])[CH3:34])=[CH:28][C:8]=1[C:9]([NH:11][C:12]1[CH:21]=[C:20]([C:22]2[CH:27]=[CH:26][CH:25]=[CH:24][CH:23]=2)[CH:19]=[CH:18][C:13]=1[C:14]([OH:16])=[O:15])=[O:10], predict the reactants needed to synthesize it. The reactants are: [OH-].[Na+].C([O:6][C:7]1[CH:31]=[CH:30][C:29]([O:32][CH:33]([CH3:35])[CH3:34])=[CH:28][C:8]=1[C:9]([NH:11][C:12]1[CH:21]=[C:20]([C:22]2[CH:27]=[CH:26][CH:25]=[CH:24][CH:23]=2)[CH:19]=[CH:18][C:13]=1[C:14]([O:16]C)=[O:15])=[O:10])(=O)C.C(O)(=O)CC(CC(O)=O)(C(O)=O)O. (2) Given the product [CH3:13][O:14][C:15](=[O:26])[CH:16]([C:17]1[CH:22]=[CH:21][C:20]([S:23][CH3:24])=[C:19]([Br:25])[CH:18]=1)[CH2:28][CH:29]1[CH2:33][CH2:32][CH2:31][CH2:30]1, predict the reactants needed to synthesize it. The reactants are: C(NC(C)C)(C)C.C([Li])CCC.[CH3:13][O:14][C:15](=[O:26])[CH2:16][C:17]1[CH:22]=[CH:21][C:20]([S:23][CH3:24])=[C:19]([Br:25])[CH:18]=1.I[CH2:28][CH:29]1[CH2:33][CH2:32][CH2:31][CH2:30]1. (3) The reactants are: [OH:1][CH2:2][CH2:3][CH2:4][C:5]1[C:13]2[C:8](=[CH:9][CH:10]=[CH:11][C:12]=2[C:14]([F:17])([F:16])[F:15])[NH:7][C:6]=1[C:18]([O:20][CH2:21][CH3:22])=[O:19].[C:23]1(O)[C:32]2[C:27](=[CH:28][CH:29]=[CH:30][CH:31]=2)[CH:26]=[CH:25][CH:24]=1. Given the product [C:31]1([O:1][CH2:2][CH2:3][CH2:4][C:5]2[C:13]3[C:8](=[CH:9][CH:10]=[CH:11][C:12]=3[C:14]([F:16])([F:17])[F:15])[NH:7][C:6]=2[C:18]([O:20][CH2:21][CH3:22])=[O:19])[C:32]2[C:27](=[CH:26][CH:25]=[CH:24][CH:23]=2)[CH:28]=[CH:29][CH:30]=1, predict the reactants needed to synthesize it.